From a dataset of NCI-60 drug combinations with 297,098 pairs across 59 cell lines. Regression. Given two drug SMILES strings and cell line genomic features, predict the synergy score measuring deviation from expected non-interaction effect. (1) Drug 1: CC1=C2C(C(=O)C3(C(CC4C(C3C(C(C2(C)C)(CC1OC(=O)C(C(C5=CC=CC=C5)NC(=O)OC(C)(C)C)O)O)OC(=O)C6=CC=CC=C6)(CO4)OC(=O)C)OC)C)OC. Drug 2: CC12CCC3C(C1CCC2O)C(CC4=C3C=CC(=C4)O)CCCCCCCCCS(=O)CCCC(C(F)(F)F)(F)F. Cell line: OVCAR-4. Synergy scores: CSS=48.7, Synergy_ZIP=16.7, Synergy_Bliss=16.4, Synergy_Loewe=-17.1, Synergy_HSA=16.8. (2) Drug 2: CCC1(CC2CC(C3=C(CCN(C2)C1)C4=CC=CC=C4N3)(C5=C(C=C6C(=C5)C78CCN9C7C(C=CC9)(C(C(C8N6C=O)(C(=O)OC)O)OC(=O)C)CC)OC)C(=O)OC)O.OS(=O)(=O)O. Synergy scores: CSS=22.1, Synergy_ZIP=-6.41, Synergy_Bliss=1.69, Synergy_Loewe=-10.4, Synergy_HSA=-0.756. Drug 1: C1=CC(=CC=C1CCC2=CNC3=C2C(=O)NC(=N3)N)C(=O)NC(CCC(=O)O)C(=O)O. Cell line: UACC-257. (3) Drug 1: CCC1=C2CN3C(=CC4=C(C3=O)COC(=O)C4(CC)O)C2=NC5=C1C=C(C=C5)O. Drug 2: CC12CCC3C(C1CCC2O)C(CC4=C3C=CC(=C4)O)CCCCCCCCCS(=O)CCCC(C(F)(F)F)(F)F. Cell line: HS 578T. Synergy scores: CSS=14.4, Synergy_ZIP=-3.92, Synergy_Bliss=2.77, Synergy_Loewe=-7.06, Synergy_HSA=3.18.